The task is: Predict the reactants needed to synthesize the given product.. This data is from Full USPTO retrosynthesis dataset with 1.9M reactions from patents (1976-2016). (1) The reactants are: [C:1](OCC)(OCC)(OCC)[CH2:2][CH3:3].Cl.N1C=CC=CC=1.[NH2:20][C:21]1[CH:22]=[N:23][C:24]2[C:29]([C:30]=1[NH:31][CH2:32][CH2:33][CH2:34][CH2:35][OH:36])=[CH:28][CH:27]=[CH:26][CH:25]=2. Given the product [CH2:2]([C:3]1[N:31]([CH2:32][CH2:33][CH2:34][CH2:35][OH:36])[C:30]2[C:29]3[CH:28]=[CH:27][CH:26]=[CH:25][C:24]=3[N:23]=[CH:22][C:21]=2[N:20]=1)[CH3:1], predict the reactants needed to synthesize it. (2) Given the product [F:1][C:2]1[CH:3]=[C:4]2[C:5]([CH2:8][C:9](=[O:10])[NH:13]2)=[CH:6][CH:7]=1, predict the reactants needed to synthesize it. The reactants are: [F:1][C:2]1[CH:7]=[CH:6][C:5]([CH2:8][C:9](OC)=[O:10])=[C:4]([N+:13]([O-])=O)[CH:3]=1. (3) Given the product [C:1]1([C:35]2[CH:36]=[CH:37][CH:38]=[CH:39][CH:40]=2)[CH:2]=[CH:3][C:4]([N:7]([C:23]2[CH:28]=[CH:27][C:26]([C:29]3[CH:30]=[CH:31][CH:32]=[CH:33][CH:34]=3)=[CH:25][CH:24]=2)[C:8]2[C:20]3[C:19]4[C:14](=[CH:15][CH:16]=[CH:17][CH:18]=4)[C:13]([CH3:22])([CH3:21])[C:12]=3[C:11]([Br:41])=[CH:10][CH:9]=2)=[CH:5][CH:6]=1, predict the reactants needed to synthesize it. The reactants are: [C:1]1([C:35]2[CH:40]=[CH:39][CH:38]=[CH:37][CH:36]=2)[CH:6]=[CH:5][C:4]([N:7]([C:23]2[CH:28]=[CH:27][C:26]([C:29]3[CH:34]=[CH:33][CH:32]=[CH:31][CH:30]=3)=[CH:25][CH:24]=2)[C:8]2[C:20]3[C:19]4[C:14](=[CH:15][CH:16]=[CH:17][CH:18]=4)[C:13]([CH3:22])([CH3:21])[C:12]=3[CH:11]=[CH:10][CH:9]=2)=[CH:3][CH:2]=1.[Br:41]N1C(=O)CCC1=O.O.C(OCC)(=O)C. (4) Given the product [ClH:19].[N:20]1[CH:25]=[CH:24][CH:23]=[CH:22][C:21]=1[N:26]1[C:30]2=[N:31][CH:32]=[CH:33][CH:34]=[C:29]2[C:28]([C:35]([NH:37][C:38]([NH2:40])=[NH:39])=[O:36])=[CH:27]1, predict the reactants needed to synthesize it. The reactants are: N1C=CC=CC=1N1C2=NC=CC=C2C(C(O)=O)=C1.[ClH:19].[N:20]1[CH:25]=[CH:24][CH:23]=[CH:22][C:21]=1[N:26]1[C:30]2=[N:31][CH:32]=[CH:33][CH:34]=[C:29]2[C:28]([C:35]([NH:37][C:38]([NH2:40])=[NH:39])=[O:36])=[CH:27]1.Cl.CN(C)CCCN=C=NCC.ON1C2C=CC=CC=2N=N1.NC(N)=N. (5) Given the product [OH:2][C:3]1[CH:10]=[C:9]([OH:11])[CH:8]=[C:7]([N+:13]([O-:15])=[O:14])[C:4]=1[CH:5]=[O:6], predict the reactants needed to synthesize it. The reactants are: C[O:2][C:3]1[CH:10]=[C:9]([O:11]C)[CH:8]=[C:7]([N+:13]([O-:15])=[O:14])[C:4]=1[CH:5]=[O:6].C[S-].[Na+]. (6) Given the product [CH3:1][O:2][C:3](=[O:25])[CH2:4][CH2:5][C:6]1[CH:11]=[CH:10][C:9]([CH:28]2[CH2:29][CH2:30][C:26](=[O:31])[CH2:27]2)=[CH:8][C:7]=1[C:21]([F:22])([F:23])[F:24], predict the reactants needed to synthesize it. The reactants are: [CH3:1][O:2][C:3](=[O:25])[CH2:4][CH2:5][C:6]1[CH:11]=[CH:10][C:9](B2OC(C)(C)C(C)(C)O2)=[CH:8][C:7]=1[C:21]([F:24])([F:23])[F:22].[C:26]1(=[O:31])[CH2:30][CH2:29][CH:28]=[CH:27]1.[Li+].[OH-].O. (7) Given the product [Br:1][C:2]1[N:7]2[CH:8]=[CH:9][N:10]=[C:6]2[C:5]([NH:31][C:21]2[CH:22]=[CH:23][C:24]([N:25]3[CH2:26][CH2:27][O:28][CH2:29][CH2:30]3)=[C:19]([C:18]([CH3:33])([CH3:32])[O:17][SiH2:16][C:12]([CH3:15])([CH3:14])[CH3:13])[CH:20]=2)=[N:4][CH:3]=1, predict the reactants needed to synthesize it. The reactants are: [Br:1][C:2]1[N:7]2[CH:8]=[CH:9][N:10]=[C:6]2[C:5](Br)=[N:4][CH:3]=1.[C:12]([SiH2:16][O:17][C:18]([CH3:33])([CH3:32])[C:19]1[CH:20]=[C:21]([NH2:31])[CH:22]=[CH:23][C:24]=1[N:25]1[CH2:30][CH2:29][O:28][CH2:27][CH2:26]1)([CH3:15])([CH3:14])[CH3:13].C(N(CC)C(C)C)(C)C. (8) Given the product [CH3:12][C:11]1[C:2]([O:13][CH2:14][C:15]2[N:20]=[C:19]([N:28]3[CH2:32][CH2:31][CH2:30][CH2:29]3)[N:18]=[C:17]([NH:21][CH:22]3[CH2:27][CH2:26][O:25][CH2:24][CH2:23]3)[CH:16]=2)=[N:3][C:4]2[C:9]([N:10]=1)=[CH:8][CH:7]=[CH:6][CH:5]=2, predict the reactants needed to synthesize it. The reactants are: Cl[C:2]1([O:13][CH2:14][C:15]2[N:20]=[CH:19][N:18]=[C:17]([NH:21][CH:22]3[CH2:27][CH2:26][O:25][CH2:24][CH2:23]3)[CH:16]=2)[C:11]([CH3:12])=[N:10][C:9]2[C:4](=[CH:5][CH:6]=[CH:7][CH:8]=2)[NH:3]1.[NH:28]1[CH2:32][CH2:31][CH2:30][CH2:29]1. (9) Given the product [CH2:4]1[CH2:3][CH2:2][CH:1]([O:6][C:7]2[CH:8]=[C:9]([C:15]3[CH2:19][C:18]([C:20]4[NH:25][N:24]=[N:23][N:21]=4)([CH3:22])[O:17][N:16]=3)[CH:10]=[CH:11][C:12]=2[O:13][CH3:14])[CH2:5]1, predict the reactants needed to synthesize it. The reactants are: [CH:1]1([O:6][C:7]2[CH:8]=[C:9]([C:15]3[CH2:19][C:18]([CH3:22])([C:20]#[N:21])[O:17][N:16]=3)[CH:10]=[CH:11][C:12]=2[O:13][CH3:14])[CH2:5][CH2:4][CH2:3][CH2:2]1.[N-:23]=[N+:24]=[N-:25].[Na+].Cl.C(N(CC)CC)C.